This data is from Reaction yield outcomes from USPTO patents with 853,638 reactions. The task is: Predict the reaction yield, written as a fraction of the theoretical maximum amount of product (1.0 means a 100% yield; for example, 0.34 means a 34% yield). (1) The reactants are [Cl:1][C:2]1[CH:3]=[C:4]([NH:17][C:18]2[C:27]3[C:22](=[CH:23][CH:24]=[C:25]([NH:28][C:29](=[O:35])[CH2:30][CH2:31][N:32](C)[CH3:33])[CH:26]=3)[N:21]=[CH:20][N:19]=2)[CH:5]=[CH:6][C:7]=1[O:8][CH2:9][C:10]1[CH:15]=[CH:14][CH:13]=[C:12]([F:16])[CH:11]=1.CN. No catalyst specified. The product is [Cl:1][C:2]1[CH:3]=[C:4]([NH:17][C:18]2[C:27]3[C:22](=[CH:23][CH:24]=[C:25]([NH:28][C:29](=[O:35])[CH2:30][CH2:31][NH:32][CH3:33])[CH:26]=3)[N:21]=[CH:20][N:19]=2)[CH:5]=[CH:6][C:7]=1[O:8][CH2:9][C:10]1[CH:15]=[CH:14][CH:13]=[C:12]([F:16])[CH:11]=1. The yield is 0.960. (2) The reactants are [CH2:1]([O:8][CH:9]([CH:36]([C:43]1[CH:48]=[CH:47][CH:46]=[CH:45][CH:44]=1)[C:37]1[CH:42]=[CH:41][CH:40]=[CH:39][CH:38]=1)[C:10]([NH:12][C:13]1[CH:34]=[CH:33][CH:32]=[C:31]([F:35])[C:14]=1[CH2:15][CH2:16][C@H:17]1[CH2:21][O:20]C(C)(C)[N:18]1C(OC(C)(C)C)=O)=[O:11])[C:2]1[CH:7]=[CH:6][CH:5]=[CH:4][CH:3]=1.C(O)(C(F)(F)F)=O.O. The catalyst is C(Cl)Cl. The product is [NH2:18][C@H:17]([CH2:21][OH:20])[CH2:16][CH2:15][C:14]1[C:31]([F:35])=[CH:32][CH:33]=[CH:34][C:13]=1[NH:12][C:10](=[O:11])[CH:9]([O:8][CH2:1][C:2]1[CH:3]=[CH:4][CH:5]=[CH:6][CH:7]=1)[CH:36]([C:43]1[CH:44]=[CH:45][CH:46]=[CH:47][CH:48]=1)[C:37]1[CH:42]=[CH:41][CH:40]=[CH:39][CH:38]=1. The yield is 1.00. (3) The reactants are COC(=O)[NH:4][C:5]1[CH:10]=[CH:9][C:8]([C:11]2[CH:16]=[CH:15][N:14]=[CH:13][N:12]=2)=[C:7]([O:17][CH3:18])[CH:6]=1.CO.[OH-].[Na+]. The catalyst is O. The product is [CH3:18][O:17][C:7]1[CH:6]=[C:5]([CH:10]=[CH:9][C:8]=1[C:11]1[CH:16]=[CH:15][N:14]=[CH:13][N:12]=1)[NH2:4]. The yield is 0.400. (4) The product is [F:17][C:14]1[CH:15]=[CH:16][C:11]([C:9]2[CH:10]=[C:4]3[CH:3]=[C:2]([C:26]4[CH:27]=[C:22]([CH:23]=[CH:24][CH:25]=4)[C:20]([O:19][CH3:18])=[O:21])[CH:7]=[CH:6][N:5]3[N:8]=2)=[CH:12][CH:13]=1. The yield is 0.710. The reactants are Br[C:2]1[CH:7]=[CH:6][N:5]2[N:8]=[C:9]([C:11]3[CH:16]=[CH:15][C:14]([F:17])=[CH:13][CH:12]=3)[CH:10]=[C:4]2[CH:3]=1.[CH3:18][O:19][C:20]([C:22]1[CH:23]=[C:24](B(O)O)[CH:25]=[CH:26][CH:27]=1)=[O:21].C(=O)([O-])[O-].[Cs+].[Cs+].O1CCCC1. The catalyst is C(OCC)(=O)C.ClCCl.O.C1C=CC(P(C2C=CC=CC=2)[C-]2C=CC=C2)=CC=1.C1C=CC(P(C2C=CC=CC=2)[C-]2C=CC=C2)=CC=1.Cl[Pd]Cl.[Fe+2].